Dataset: Forward reaction prediction with 1.9M reactions from USPTO patents (1976-2016). Task: Predict the product of the given reaction. (1) Given the reactants S(Cl)(Cl)=O.O[C@@H:6]1[CH2:10][CH2:9][CH2:8][C@H:7]1[NH:11][C:12]1[N:13]([CH3:29])[C:14](=[O:28])[C:15]2[C:16](=[N:18][NH:19][C:20]=2[NH:21][C:22]2[CH:27]=[CH:26][CH:25]=[CH:24][CH:23]=2)[N:17]=1, predict the reaction product. The product is: [CH3:29][N:13]1[C:14](=[O:28])[C:15]2=[C:20]([NH:21][C:22]3[CH:27]=[CH:26][CH:25]=[CH:24][CH:23]=3)[NH:19][N:18]=[C:16]2[N:17]2[C@H:6]3[CH2:10][CH2:9][CH2:8][C@H:7]3[N:11]=[C:12]12. (2) Given the reactants [Cl:1][C:2]1[CH:3]=[C:4]([N:9]2[C:13]([C:14]3[CH:15]=[CH:16][C:17]4[N:18]([N:20]=[CH:21][N:22]=4)[CH:19]=3)=[C:12]([CH3:23])[NH:11][C:10]2=[O:24])[CH:5]=[CH:6][C:7]=1[F:8].CN(C)C=O.[CH3:30][C:31](C)([O-:33])C.[K+].C(OC(=O)C)(=O)C, predict the reaction product. The product is: [N:22]1[CH:21]=[N:20][N:18]2[CH:19]=[C:14]([C:13]3[N:9]([C:4]4[CH:5]=[CH:6][C:7]([F:8])=[C:2]([Cl:1])[CH:3]=4)[C:10](=[O:24])[N:11]([C:31](=[O:33])[CH3:30])[C:12]=3[CH3:23])[CH:15]=[CH:16][C:17]=12. (3) Given the reactants [F:1][C:2]1[CH:7]=[CH:6][CH:5]=[C:4]([F:8])[N:3]=1.[F:9][C:10]([F:16])([F:15])[S:11]([OH:14])(=[O:13])=[O:12], predict the reaction product. The product is: [F:9][C:10]([F:16])([F:15])[S:11]([O-:14])(=[O:13])=[O:12].[F:1][C:2]1[CH:7]=[CH:6][CH:5]=[C:4]([F:8])[N+:3]=1[CH3:10]. (4) Given the reactants [CH:1]1([CH2:7][CH2:8][C:9]([OH:11])=O)[CH2:6][CH2:5][CH2:4][CH2:3][CH2:2]1.Cl.[NH2:13][C:14]1([C:22]#[N:23])[CH2:19][CH2:18][N:17]([CH2:20][CH3:21])[CH2:16][CH2:15]1.CN(C(ON1N=NC2C=CC=NC1=2)=[N+](C)C)C.F[P-](F)(F)(F)(F)F.C(N(CC)C(C)C)(C)C, predict the reaction product. The product is: [C:22]([C:14]1([NH:13][C:9](=[O:11])[CH2:8][CH2:7][CH:1]2[CH2:2][CH2:3][CH2:4][CH2:5][CH2:6]2)[CH2:19][CH2:18][N:17]([CH2:20][CH3:21])[CH2:16][CH2:15]1)#[N:23]. (5) Given the reactants [NH2:1][C:2]1[CH:9]=[CH:8][C:7]([I:10])=[CH:6][C:3]=1[C:4]#[N:5].[CH3:11][N:12]([CH:14](OC)OC)[CH3:13], predict the reaction product. The product is: [C:4]([C:3]1[CH:6]=[C:7]([I:10])[CH:8]=[CH:9][C:2]=1[N:1]=[CH:11][N:12]([CH3:14])[CH3:13])#[N:5].